From a dataset of Forward reaction prediction with 1.9M reactions from USPTO patents (1976-2016). Predict the product of the given reaction. (1) Given the reactants [CH:1]1[C:13]2[CH:12]([CH2:14][O:15][C:16]([NH:18][C@H:19]([C:25]([OH:27])=[O:26])[C:20](SC)([CH3:22])[CH3:21])=[O:17])[C:11]3[C:6](=[CH:7][CH:8]=[CH:9][CH:10]=3)[C:5]=2[CH:4]=[CH:3][CH:2]=1.[C:28](=O)(O)[O-].[Na+].[OH-].[Na+].O[O:36][S:37]([O-:39])=O.[K+].Cl, predict the reaction product. The product is: [CH:10]1[C:11]2[CH:12]([CH2:14][O:15][C:16]([NH:18][C@H:19]([C:25]([OH:27])=[O:26])[C:20]([S:37]([CH3:28])(=[O:39])=[O:36])([CH3:22])[CH3:21])=[O:17])[C:13]3[C:5](=[CH:4][CH:3]=[CH:2][CH:1]=3)[C:6]=2[CH:7]=[CH:8][CH:9]=1. (2) Given the reactants [NH3:1].C(O)C.Cl.[Br:6][C:7]1[CH:12]=[CH:11][C:10]([CH:13]([CH2:19][CH2:20][CH2:21]Cl)[C:14](=[NH:18])OCC)=[C:9]([C:23]([F:26])([F:25])[F:24])[CH:8]=1, predict the reaction product. The product is: [Br:6][C:7]1[CH:12]=[CH:11][C:10]([CH:13]2[CH2:19][CH2:20][CH2:21][NH:1][C:14]2=[NH:18])=[C:9]([C:23]([F:26])([F:25])[F:24])[CH:8]=1. (3) Given the reactants [OH-].[Na+].[F:3][C:4]1[CH:23]=[CH:22][C:7]([CH2:8][NH:9][C:10]([C:12]2[N:17]=[CH:16][N:15]=[C:14]([C:18]([O:20]C)=[O:19])[CH:13]=2)=[O:11])=[CH:6][C:5]=1[CH3:24], predict the reaction product. The product is: [F:3][C:4]1[CH:23]=[CH:22][C:7]([CH2:8][NH:9][C:10]([C:12]2[N:17]=[CH:16][N:15]=[C:14]([C:18]([OH:20])=[O:19])[CH:13]=2)=[O:11])=[CH:6][C:5]=1[CH3:24].